Predict the product of the given reaction. From a dataset of Forward reaction prediction with 1.9M reactions from USPTO patents (1976-2016). (1) Given the reactants [CH2:1]([O:8][C:9](=[O:15])[CH:10]([O:13][CH3:14])OC)[C:2]1[CH:7]=[CH:6][CH:5]=[CH:4][CH:3]=1.[C:16]1([P:22]([C:29]2[CH:34]=[CH:33][CH:32]=[CH:31][CH:30]=2)[C:23]2[CH:28]=[CH:27][CH:26]=[CH:25][CH:24]=2)[CH:21]=[CH:20][CH:19]=[CH:18][CH:17]=1.C(Cl)[Cl:36], predict the reaction product. The product is: [Cl-:36].[CH2:1]([O:8][C:9]([CH:10]([P+:22]([C:23]1[CH:24]=[CH:25][CH:26]=[CH:27][CH:28]=1)([C:29]1[CH:34]=[CH:33][CH:32]=[CH:31][CH:30]=1)[C:16]1[CH:17]=[CH:18][CH:19]=[CH:20][CH:21]=1)[O:13][CH3:14])=[O:15])[C:2]1[CH:3]=[CH:4][CH:5]=[CH:6][CH:7]=1. (2) Given the reactants BrCCC[CH2:5][C:6]([CH3:21])([C:15]1C=[CH:19][CH:18]=[CH:17][CH:16]=1)[CH2:7][O:8][CH:9]1[CH2:14][CH2:13][CH2:12][CH2:11][O:10]1.[Br:22]CCCCCC(C)(C)CO.O1C=CCCC1, predict the reaction product. The product is: [Br:22][CH2:19][CH2:18][CH2:17][CH2:16][CH2:15][C:6]([CH3:21])([CH3:5])[CH2:7][O:8][CH:9]1[CH2:14][CH2:13][CH2:12][CH2:11][O:10]1. (3) Given the reactants C[O:2][C:3](=[O:18])[C:4]1[C:9]([NH:10][CH:11]([CH2:14][CH3:15])[CH2:12][CH3:13])=[CH:8][C:7]([CH3:16])=[N:6][C:5]=1[Cl:17].O[Li].O, predict the reaction product. The product is: [Cl:17][C:5]1[N:6]=[C:7]([CH3:16])[CH:8]=[C:9]([NH:10][CH:11]([CH2:14][CH3:15])[CH2:12][CH3:13])[C:4]=1[C:3]([OH:18])=[O:2]. (4) Given the reactants [O:1]1[C:5]2[CH:6]=[CH:7][C:8]([C:10]3[CH:11]=[C:12]4[C:17](=[CH:18][CH:19]=3)[CH2:16][C:15](=[O:20])[CH2:14][CH2:13]4)=[CH:9][C:4]=2[O:3][CH2:2]1.[C:21](=O)([O:25]CC)[O:22][CH2:23][CH3:24], predict the reaction product. The product is: [O:1]1[C:5]2[CH:6]=[CH:7][C:8]([C:10]3[CH:11]=[C:12]4[C:17](=[CH:18][CH:19]=3)[CH:16]([C:21]([O:22][CH2:23][CH3:24])=[O:25])[C:15](=[O:20])[CH2:14][CH2:13]4)=[CH:9][C:4]=2[O:3][CH2:2]1. (5) Given the reactants C([O:3][C:4](=O)[CH:5]([C:11]1[C:16]([N+:17]([O-])=O)=[CH:15][CH:14]=[C:13]([Cl:20])[N:12]=1)C(OCC)=O)C.C(OC(=O)C(C1C=CC([N+]([O-])=O)=C(Cl)N=1)C(OCC)=O)C, predict the reaction product. The product is: [Cl:20][C:13]1[N:12]=[C:11]2[CH2:5][C:4](=[O:3])[NH:17][C:16]2=[CH:15][CH:14]=1. (6) Given the reactants [N:1]1([C:6]2[CH:15]=[CH:14][C:13]3[CH:12]([C:16]([O:18]C)=[O:17])[CH2:11][CH2:10][CH2:9][C:8]=3[N:7]=2)[CH:5]=[N:4][N:3]=[N:2]1.[OH-].[Li+].O.Cl, predict the reaction product. The product is: [N:1]1([C:6]2[CH:15]=[CH:14][C:13]3[CH:12]([C:16]([OH:18])=[O:17])[CH2:11][CH2:10][CH2:9][C:8]=3[N:7]=2)[CH:5]=[N:4][N:3]=[N:2]1. (7) Given the reactants [NH:1]1[CH2:5][CH2:4][CH2:3][C@@H:2]1[C:6]([NH:8][C@H:9]([C:11]1[CH:20]=[CH:19][C:14]([C:15]([O:17][CH3:18])=[O:16])=[CH:13][CH:12]=1)[CH3:10])=[O:7].[F:21][C:22]1[CH:29]=[CH:28][C:25]([CH2:26]Br)=[CH:24][CH:23]=1.C([O-])([O-])=O.[Na+].[Na+], predict the reaction product. The product is: [F:21][C:22]1[CH:29]=[CH:28][C:25]([CH2:26][N:1]2[CH2:5][CH2:4][CH2:3][C@@H:2]2[C:6]([NH:8][C@H:9]([C:11]2[CH:12]=[CH:13][C:14]([C:15]([O:17][CH3:18])=[O:16])=[CH:19][CH:20]=2)[CH3:10])=[O:7])=[CH:24][CH:23]=1.